This data is from Reaction yield outcomes from USPTO patents with 853,638 reactions. The task is: Predict the reaction yield, written as a fraction of the theoretical maximum amount of product (1.0 means a 100% yield; for example, 0.34 means a 34% yield). (1) The reactants are [CH3:1][NH:2][C@@H:3]1[C:8]2[CH:9]=[CH:10][CH:11]=[CH:12][C:7]=2[C@H:6]([C:13]2[CH:14]=[CH:15][C:16]([Cl:20])=[C:17]([Cl:19])[CH:18]=2)[CH2:5][CH2:4]1.[ClH:21].O. The catalyst is C(O)C. The product is [CH3:1][NH:2][C@@H:3]1[C:8]2[CH:9]=[CH:10][CH:11]=[CH:12][C:7]=2[C@H:6]([C:13]2[CH:14]=[CH:15][C:16]([Cl:20])=[C:17]([Cl:19])[CH:18]=2)[CH2:5][CH2:4]1.[ClH:21]. The yield is 0.947. (2) The reactants are [CH3:1][C:2]([C:4]1[CH:12]=[CH:11][C:9](O)=[C:6]([O:7]C)[CH:5]=1)=[O:3].C([O-])([O-])=[O:14].[K+].[K+].C(Br)C1C=CC=CC=1. The catalyst is CC#N. The product is [CH3:1][C:2]([C:4]1[CH:12]=[CH:11][CH:9]=[C:6]([OH:7])[C:5]=1[OH:14])=[O:3]. The yield is 0.703. (3) The reactants are [Cl:1][C:2]1[CH:7]=[CH:6][N:5]=[C:4]([O:8][C:9]2[CH:16]=[CH:15][C:12]([CH:13]=O)=[CH:11][CH:10]=2)[CH:3]=1.[BH4-].[Na+].S(Cl)(Cl)=O.[CH3:23][N:24]1[CH:28]=[C:27]([CH2:29][C:30]2[C:31](=[O:37])[NH:32][C:33](=[S:36])[NH:34][CH:35]=2)[CH:26]=[N:25]1. The catalyst is CO.C(Cl)Cl. The product is [Cl:1][C:2]1[CH:7]=[CH:6][N:5]=[C:4]([O:8][C:9]2[CH:16]=[CH:15][C:12]([CH2:13][S:36][C:33]3[NH:34][CH:35]=[C:30]([CH2:29][C:27]4[CH:26]=[N:25][N:24]([CH3:23])[CH:28]=4)[C:31](=[O:37])[N:32]=3)=[CH:11][CH:10]=2)[CH:3]=1. The yield is 0.584. (4) The reactants are [CH3:1][C:2]1([NH2:8])[CH2:7][CH2:6][CH2:5][CH2:4][CH2:3]1.CCN(CC)CC.[Cl:16][CH2:17][CH2:18][CH2:19][C:20](Cl)=[O:21].O. The catalyst is C1COCC1. The product is [Cl:16][CH2:17][CH2:18][CH2:19][C:20]([NH:8][C:2]1([CH3:1])[CH2:7][CH2:6][CH2:5][CH2:4][CH2:3]1)=[O:21]. The yield is 0.900. (5) The reactants are [CH3:13][C:12]([O:11][C:9](O[C:9]([O:11][C:12]([CH3:15])([CH3:14])[CH3:13])=[O:10])=[O:10])([CH3:15])[CH3:14].Cl.[C:17]([CH:25]1[CH2:30][CH2:29][NH:28][CH2:27][CH2:26]1)(=[O:24])[C:18]1[CH:23]=[CH:22][CH:21]=[CH:20][CH:19]=1. The catalyst is O1CCOCC1.[OH-].[Na+].CCOCC. The product is [C:17]([CH:25]1[CH2:30][CH2:29][N:28]([C:9]([O:11][C:12]([CH3:13])([CH3:14])[CH3:15])=[O:10])[CH2:27][CH2:26]1)(=[O:24])[C:18]1[CH:23]=[CH:22][CH:21]=[CH:20][CH:19]=1. The yield is 0.980.